This data is from NCI-60 drug combinations with 297,098 pairs across 59 cell lines. The task is: Regression. Given two drug SMILES strings and cell line genomic features, predict the synergy score measuring deviation from expected non-interaction effect. (1) Synergy scores: CSS=56.5, Synergy_ZIP=-3.57, Synergy_Bliss=-8.09, Synergy_Loewe=-20.3, Synergy_HSA=-4.63. Drug 1: C1=C(C(=O)NC(=O)N1)F. Drug 2: C(CC(=O)O)C(=O)CN.Cl. Cell line: SF-539. (2) Drug 1: CCN(CC)CCNC(=O)C1=C(NC(=C1C)C=C2C3=C(C=CC(=C3)F)NC2=O)C. Drug 2: CC1C(C(CC(O1)OC2CC(CC3=C2C(=C4C(=C3O)C(=O)C5=C(C4=O)C(=CC=C5)OC)O)(C(=O)CO)O)N)O.Cl. Cell line: NCI-H322M. Synergy scores: CSS=24.5, Synergy_ZIP=-0.0766, Synergy_Bliss=1.09, Synergy_Loewe=0.0420, Synergy_HSA=2.65. (3) Drug 1: CC1=C(C=C(C=C1)NC2=NC=CC(=N2)N(C)C3=CC4=NN(C(=C4C=C3)C)C)S(=O)(=O)N.Cl. Drug 2: C1C(C(OC1N2C=NC(=NC2=O)N)CO)O. Cell line: SK-OV-3. Synergy scores: CSS=-0.721, Synergy_ZIP=1.99, Synergy_Bliss=2.28, Synergy_Loewe=1.23, Synergy_HSA=-0.127. (4) Drug 1: CC12CCC3C(C1CCC2O)C(CC4=C3C=CC(=C4)O)CCCCCCCCCS(=O)CCCC(C(F)(F)F)(F)F. Drug 2: C(CN)CNCCSP(=O)(O)O. Cell line: NCI-H522. Synergy scores: CSS=-1.06, Synergy_ZIP=1.68, Synergy_Bliss=0.114, Synergy_Loewe=-0.141, Synergy_HSA=-1.77. (5) Drug 1: CC(C1=C(C=CC(=C1Cl)F)Cl)OC2=C(N=CC(=C2)C3=CN(N=C3)C4CCNCC4)N. Drug 2: C1=CC(=CC=C1CCC2=CNC3=C2C(=O)NC(=N3)N)C(=O)NC(CCC(=O)O)C(=O)O. Cell line: HT29. Synergy scores: CSS=37.0, Synergy_ZIP=-0.311, Synergy_Bliss=-0.279, Synergy_Loewe=-8.17, Synergy_HSA=0.665. (6) Drug 1: COC1=C(C=C2C(=C1)N=CN=C2NC3=CC(=C(C=C3)F)Cl)OCCCN4CCOCC4. Drug 2: CC(C)CN1C=NC2=C1C3=CC=CC=C3N=C2N. Synergy scores: CSS=7.75, Synergy_ZIP=-2.13, Synergy_Bliss=2.17, Synergy_Loewe=-0.490, Synergy_HSA=-0.417. Cell line: SF-539. (7) Drug 1: C1C(C(OC1N2C=C(C(=O)NC2=O)F)CO)O. Drug 2: C1=CC=C(C(=C1)C(C2=CC=C(C=C2)Cl)C(Cl)Cl)Cl. Cell line: TK-10. Synergy scores: CSS=13.1, Synergy_ZIP=-0.902, Synergy_Bliss=5.00, Synergy_Loewe=-7.18, Synergy_HSA=1.60.